This data is from Peptide-MHC class I binding affinity with 185,985 pairs from IEDB/IMGT. The task is: Regression. Given a peptide amino acid sequence and an MHC pseudo amino acid sequence, predict their binding affinity value. This is MHC class I binding data. (1) The peptide sequence is RANNNRLPK. The MHC is HLA-B07:02 with pseudo-sequence HLA-B07:02. The binding affinity (normalized) is 0. (2) The peptide sequence is KEKGGLEGL. The MHC is H-2-Kk with pseudo-sequence H-2-Kk. The binding affinity (normalized) is 0.0984.